This data is from Full USPTO retrosynthesis dataset with 1.9M reactions from patents (1976-2016). The task is: Predict the reactants needed to synthesize the given product. (1) Given the product [Cl:1][CH2:2][CH2:3][CH2:4][C:5]1[CH:10]=[CH:9][C:8]([S:11][CH3:26])=[CH:7][CH:6]=1, predict the reactants needed to synthesize it. The reactants are: [Cl:1][CH2:2][CH2:3][CH2:4][C:5]1[CH:10]=[CH:9][C:8]([S:11](Cl)(=O)=O)=[CH:7][CH:6]=1.[H-].[H-].[H-].[H-].[Li+].[Al+3].Cl.S(OC)(O[CH3:26])(=O)=O.[OH-].[Na+]. (2) Given the product [C:11]([O:15][C:16]([N:18]1[CH2:19][CH:20]=[C:21]([C:7]2[C:6]3[C:10](=[C:2]([F:1])[CH:3]=[CH:4][CH:5]=3)[NH:9][CH:8]=2)[CH2:22][CH2:23]1)=[O:17])([CH3:14])([CH3:12])[CH3:13], predict the reactants needed to synthesize it. The reactants are: [F:1][C:2]1[CH:3]=[CH:4][CH:5]=[C:6]2[C:10]=1[NH:9][CH:8]=[CH:7]2.[C:11]([O:15][C:16]([N:18]1[CH2:23][CH2:22][C:21](=O)[CH2:20][CH2:19]1)=[O:17])([CH3:14])([CH3:13])[CH3:12].N1CCCC1. (3) Given the product [Cl:29][C:21]1[C:22]2[C:27](=[CH:26][C:25]([Cl:28])=[CH:24][CH:23]=2)[N:18]([CH2:17][CH:16]=[O:15])[C:19](=[O:30])[CH:20]=1, predict the reactants needed to synthesize it. The reactants are: C(Cl)(Cl)Cl.C(Cl)(=O)C(Cl)=O.CS(C)=O.[OH:15][CH2:16][CH2:17][N:18]1[C:27]2[C:22](=[CH:23][CH:24]=[C:25]([Cl:28])[CH:26]=2)[C:21]([Cl:29])=[CH:20][C:19]1=[O:30]. (4) Given the product [NH2:1][S:3]([C:6]1[C:7]([O:26][CH3:27])=[CH:8][C:9]([O:24][CH3:25])=[C:10]([C:12]2[N:16]([C:17]3[CH:22]=[CH:21][CH:20]=[CH:19][C:18]=3[Cl:23])[N:15]=[CH:14][CH:13]=2)[CH:11]=1)(=[O:5])=[O:4], predict the reactants needed to synthesize it. The reactants are: [NH3:1].Cl[S:3]([C:6]1[C:7]([O:26][CH3:27])=[CH:8][C:9]([O:24][CH3:25])=[C:10]([C:12]2[N:16]([C:17]3[CH:22]=[CH:21][CH:20]=[CH:19][C:18]=3[Cl:23])[N:15]=[CH:14][CH:13]=2)[CH:11]=1)(=[O:5])=[O:4]. (5) The reactants are: [CH:1]([C:3]1[CH:27]=[CH:26][C:6]([O:7][CH2:8][C:9]2[N:10]=[C:11]([C:15]3[CH:16]=[CH:17][C:18]([CH3:25])=[C:19]([CH:24]=3)[C:20]([O:22][CH3:23])=[O:21])[O:12][C:13]=2[CH3:14])=[C:5]([O:28][CH3:29])[CH:4]=1)=[O:2].C(O)C.[BH4-].[Na+].O. Given the product [OH:2][CH2:1][C:3]1[CH:27]=[CH:26][C:6]([O:7][CH2:8][C:9]2[N:10]=[C:11]([C:15]3[CH:16]=[CH:17][C:18]([CH3:25])=[C:19]([CH:24]=3)[C:20]([O:22][CH3:23])=[O:21])[O:12][C:13]=2[CH3:14])=[C:5]([O:28][CH3:29])[CH:4]=1, predict the reactants needed to synthesize it.